Dataset: Full USPTO retrosynthesis dataset with 1.9M reactions from patents (1976-2016). Task: Predict the reactants needed to synthesize the given product. (1) Given the product [Br:25][C:11]1[NH:12][C:13]2[C:9]([CH:10]=1)=[CH:8][C:7]([C:6]1[N:2]([CH3:1])[N:3]=[C:4]([C:17]3[CH:18]=[N:19][CH:20]=[CH:21][CH:22]=3)[CH:5]=1)=[CH:15][CH:14]=2, predict the reactants needed to synthesize it. The reactants are: [CH3:1][N:2]1[C:6]([C:7]2[CH:8]=[C:9]3[C:13](=[CH:14][CH:15]=2)[NH:12][C:11](=O)[CH2:10]3)=[CH:5][C:4]([C:17]2[CH:18]=[N:19][CH:20]=[CH:21][CH:22]=2)=[N:3]1.P(Br)(Br)([Br:25])=O.N1C=CN=C1.C([O-])(O)=O.[Na+]. (2) The reactants are: [CH2:1]([C:4]1[CH:13]=[C:12]([O:14][CH3:15])[C:7]([C:8]([O:10]C)=O)=[C:6]([CH:16]=[O:17])[CH:5]=1)[CH:2]=[CH2:3].[BH4-].[Na+]. Given the product [CH2:1]([C:4]1[CH:13]=[C:12]([O:14][CH3:15])[C:7]2[C:8](=[O:10])[O:17][CH2:16][C:6]=2[CH:5]=1)[CH:2]=[CH2:3], predict the reactants needed to synthesize it. (3) The reactants are: Cl.[CH:2]12[CH:7]([C:8]([NH2:10])=[O:9])[CH:6]1[CH2:5][NH:4][CH2:3]2.C(N(CC)CC)C.[CH3:18][C:19]([CH3:24])([CH3:23])[CH2:20][CH:21]=O.C(O[BH-](OC(=O)C)OC(=O)C)(=O)C.[Na+]. Given the product [CH3:18][C:19]([CH3:24])([CH3:23])[CH2:20][CH2:21][N:4]1[CH2:5][CH:6]2[CH:2]([CH:7]2[C:8]([NH2:10])=[O:9])[CH2:3]1, predict the reactants needed to synthesize it. (4) Given the product [F:1][S:2]([F:14])([F:13])([F:12])([F:11])[C:3]1[CH:10]=[CH:9][C:6]([CH:7]=[CH:16][C:17]([OH:19])=[O:18])=[CH:5][CH:4]=1, predict the reactants needed to synthesize it. The reactants are: [F:1][S:2]([F:14])([F:13])([F:12])([F:11])[C:3]1[CH:10]=[CH:9][C:6]([CH:7]=O)=[CH:5][CH:4]=1.C(O)(=O)[CH2:16][C:17]([OH:19])=[O:18].N1CCCCC1.C(=O)=O.Cl.